This data is from Reaction yield outcomes from USPTO patents with 853,638 reactions. The task is: Predict the reaction yield, written as a fraction of the theoretical maximum amount of product (1.0 means a 100% yield; for example, 0.34 means a 34% yield). (1) The reactants are [C:1]([C:4]1[CH:13]=[C:8]([C:9]([O:11][CH3:12])=[O:10])[C:7]([OH:14])=[CH:6][CH:5]=1)(=[O:3])[CH3:2].C(=O)([O-])[O-].[K+].[K+].[CH2:21](Br)[C:22]1[CH:27]=[CH:26][CH:25]=[CH:24][CH:23]=1. The catalyst is C(#N)C. The product is [CH3:12][O:11][C:9](=[O:10])[C:8]1[CH:13]=[C:4]([C:1](=[O:3])[CH3:2])[CH:5]=[CH:6][C:7]=1[O:14][CH2:21][C:22]1[CH:27]=[CH:26][CH:25]=[CH:24][CH:23]=1. The yield is 1.00. (2) The reactants are [N-:1]=[N+]=[N-].[Na+].Br[CH2:6][C:7]1[N:12]=[C:11]([C:13]#[N:14])[CH:10]=[CH:9][CH:8]=1. The catalyst is CN(C=O)C.CO.[Pd]. The product is [NH2:1][CH2:6][C:7]1[N:12]=[C:11]([C:13]#[N:14])[CH:10]=[CH:9][CH:8]=1. The yield is 0.460. (3) The reactants are [C:1]([C:5]1[CH:12]=[CH:11][C:8]([CH:9]=O)=[CH:7][CH:6]=1)([CH3:4])([CH3:3])[CH3:2].[F:13][C:14]([F:25])([F:24])[C:15]1[CH:20]=[CH:19][C:18]([CH2:21][CH2:22][NH2:23])=[CH:17][CH:16]=1.[BH4-].[Na+].Cl. The catalyst is CO. The product is [C:1]([C:5]1[CH:12]=[CH:11][C:8]([CH2:9][NH:23][CH2:22][CH2:21][C:18]2[CH:17]=[CH:16][C:15]([C:14]([F:13])([F:24])[F:25])=[CH:20][CH:19]=2)=[CH:7][CH:6]=1)([CH3:4])([CH3:3])[CH3:2]. The yield is 0.750. (4) The reactants are [NH:1]([C:7]([O:9][CH2:10][CH:11]1[C:23]2[C:18](=[CH:19][CH:20]=[CH:21][CH:22]=2)[C:17]2[C:12]1=[CH:13][CH:14]=[CH:15][CH:16]=2)=[O:8])[CH2:2][CH2:3][C:4]([OH:6])=[O:5].O[C:25]1[C:34]([F:35])=[C:32]([F:33])[C:30]([F:31])=[C:28]([F:29])[C:26]=1[F:27].C1CCC(N=C=NC2CCCCC2)CC1. The catalyst is CN(C=O)C. The product is [NH:1]([C:7]([O:9][CH2:10][CH:11]1[C:12]2[C:17](=[CH:16][CH:15]=[CH:14][CH:13]=2)[C:18]2[C:23]1=[CH:22][CH:21]=[CH:20][CH:19]=2)=[O:8])[CH2:2][CH2:3][C:4]([O:6][C:25]1[C:26]([F:27])=[C:28]([F:29])[C:30]([F:31])=[C:32]([F:33])[C:34]=1[F:35])=[O:5]. The yield is 0.900.